Dataset: Catalyst prediction with 721,799 reactions and 888 catalyst types from USPTO. Task: Predict which catalyst facilitates the given reaction. (1) Reactant: [Cl:1][C:2]1[CH:3]=[CH:4][C:5]([CH3:35])=[C:6]([C@H:8]([O:20][CH2:21][CH2:22][N:23](C(OC(C)(C)C)=O)[C:24]([O:26][CH3:27])=[O:25])[C:9]2[CH:10]=[C:11]([CH:17]=[CH:18][CH:19]=2)[C:12]([O:14][CH2:15][CH3:16])=[O:13])[CH:7]=1.Cl. Product: [Cl:1][C:2]1[CH:3]=[CH:4][C:5]([CH3:35])=[C:6]([C@H:8]([O:20][CH2:21][CH2:22][NH:23][C:24]([O:26][CH3:27])=[O:25])[C:9]2[CH:10]=[C:11]([CH:17]=[CH:18][CH:19]=2)[C:12]([O:14][CH2:15][CH3:16])=[O:13])[CH:7]=1. The catalyst class is: 2. (2) Reactant: [CH2:1]([C:3]1[N:18]([C@@H:19]2[C:27]3[C:22](=[CH:23][C:24]([C:28]4[CH:33]=[CH:32][CH:31]=[CH:30][C:29]=4[C:34]4[N:38](C(C5C=CC=CC=5)(C5C=CC=CC=5)C5C=CC=CC=5)[N:37]=[N:36][N:35]=4)=[CH:25][CH:26]=3)[CH2:21][CH2:20]2)[C:6]2=[N:7][C:8]([C:12]#[C:13][C@@H:14]([O:16][CH3:17])[CH3:15])=[CH:9][C:10]([CH3:11])=[C:5]2[N:4]=1)[CH3:2]. Product: [NH:38]1[C:34]([C:29]2[CH:30]=[CH:31][CH:32]=[CH:33][C:28]=2[C:24]2[CH:23]=[C:22]3[C:27](=[CH:26][CH:25]=2)[C@@H:19]([N:18]2[C:6]4=[N:7][C:8]([CH2:12][CH2:13][C@@H:14]([O:16][CH3:17])[CH3:15])=[CH:9][C:10]([CH3:11])=[C:5]4[N:4]=[C:3]2[CH2:1][CH3:2])[CH2:20][CH2:21]3)=[N:35][N:36]=[N:37]1. The catalyst class is: 45. (3) Product: [Si:20]([O:8][CH2:7][CH:4]1[CH2:5][CH2:6][NH:1][CH2:2][CH2:3]1)([C:16]([CH3:19])([CH3:18])[CH3:17])([C:28]1[CH:29]=[CH:30][CH:31]=[CH:32][CH:33]=1)[C:22]1[CH:27]=[CH:26][CH:25]=[CH:24][CH:23]=1. Reactant: [NH:1]1[CH2:6][CH2:5][CH:4]([CH2:7][OH:8])[CH2:3][CH2:2]1.C(N(CC)CC)C.[C:16]([Si:20]([C:28]1[CH:33]=[CH:32][CH:31]=[CH:30][CH:29]=1)([C:22]1[CH:27]=[CH:26][CH:25]=[CH:24][CH:23]=1)Cl)([CH3:19])([CH3:18])[CH3:17]. The catalyst class is: 4. (4) Reactant: [Cl:1][C:2]1[N:7]=[C:6](S(C)(=O)=O)[N:5]=[C:4]([N:12]2[C@H:17]([C:18]([F:21])([F:20])[F:19])[CH2:16][CH2:15][C@H:14]([C:22]([NH:24][CH:25]3[CH2:30][CH2:29][CH2:28][CH2:27][CH2:26]3)=[O:23])[CH2:13]2)[CH:3]=1.C[CH2:32][N:33](C(C)C)C(C)C.CN.C1COCC1. Product: [Cl:1][C:2]1[N:7]=[C:6]([NH:33][CH3:32])[N:5]=[C:4]([N:12]2[C@H:17]([C:18]([F:21])([F:20])[F:19])[CH2:16][CH2:15][C@H:14]([C:22]([NH:24][CH:25]3[CH2:30][CH2:29][CH2:28][CH2:27][CH2:26]3)=[O:23])[CH2:13]2)[CH:3]=1. The catalyst class is: 225. (5) Reactant: C(OC(=O)[NH:7][C@H:8]([CH2:28][C:29]1[CH:34]=[CH:33][C:32]([O:35][CH3:36])=[CH:31][CH:30]=1)[C:9]([N:11]1[CH2:16][CH2:15][C:14]([C:23](=[O:27])[CH2:24][CH2:25][CH3:26])([CH:17]2[CH2:22][CH2:21][CH2:20][CH2:19][CH2:18]2)[CH2:13][CH2:12]1)=[O:10])(C)(C)C.FC(F)(F)C(O)=O.[OH-].[Na+]. Product: [NH2:7][C@H:8]([CH2:28][C:29]1[CH:30]=[CH:31][C:32]([O:35][CH3:36])=[CH:33][CH:34]=1)[C:9]([N:11]1[CH2:16][CH2:15][C:14]([C:23](=[O:27])[CH2:24][CH2:25][CH3:26])([CH:17]2[CH2:18][CH2:19][CH2:20][CH2:21][CH2:22]2)[CH2:13][CH2:12]1)=[O:10]. The catalyst class is: 2. (6) Reactant: [Cl:1][C:2]1[CH:3]=[C:4]([N:22]([CH2:38][CH3:39])[C@H:23]2[CH2:28][CH2:27][C@H:26]([N:29]([CH3:37])[CH2:30][C:31]3[CH:32]=[N:33][CH:34]=[CH:35][CH:36]=3)[CH2:25][CH2:24]2)[C:5]([CH3:21])=[C:6]([CH:20]=1)[C:7]([NH:9][CH2:10][C:11]1[C:12]([O:18]C)=[N:13][N:14]([CH3:17])[C:15]=1[CH3:16])=[O:8].C(=O)(O)[O-].[Na+]. Product: [Cl:1][C:2]1[CH:3]=[C:4]([N:22]([CH2:38][CH3:39])[C@H:23]2[CH2:24][CH2:25][C@H:26]([N:29]([CH3:37])[CH2:30][C:31]3[CH:32]=[N:33][CH:34]=[CH:35][CH:36]=3)[CH2:27][CH2:28]2)[C:5]([CH3:21])=[C:6]([CH:20]=1)[C:7]([NH:9][CH2:10][C:11]1[C:12](=[O:18])[NH:13][N:14]([CH3:17])[C:15]=1[CH3:16])=[O:8]. The catalyst class is: 33. (7) Reactant: [OH:1][CH2:2][C@H:3]1[CH2:7][C@@H:6]([NH:8][C:9]2[CH:14]=[C:13]([NH:15][C:16]3[C:25]4[CH2:24][CH2:23][CH2:22][CH2:21][C:20]=4[CH:19]=[CH:18][CH:17]=3)[N:12]=[CH:11][N:10]=2)[C@H:5]([OH:26])[C@@H:4]1[OH:27].CO[C:30](OC)([CH3:32])[CH3:31].C1(C)C=CC(S([O-])(=O)=O)=CC=1.[NH+]1C=CC=CC=1. Product: [CH3:31][C:30]1([CH3:32])[O:26][C@H:5]2[C@H:6]([NH:8][C:9]3[CH:14]=[C:13]([NH:15][C:16]4[C:25]5[CH2:24][CH2:23][CH2:22][CH2:21][C:20]=5[CH:19]=[CH:18][CH:17]=4)[N:12]=[CH:11][N:10]=3)[CH2:7][C@H:3]([CH2:2][OH:1])[C@H:4]2[O:27]1. The catalyst class is: 21. (8) Reactant: [I:1][C:2]1[CH:3]=[CH:4][C:5]2[N:6]([CH:8]=[C:9]([NH2:11])[N:10]=2)[CH:7]=1.CCN(CC)CC.[CH3:19][C:20](OC(C)=O)=[O:21]. Product: [I:1][C:2]1[CH:3]=[CH:4][C:5]2[N:6]([CH:8]=[C:9]([NH:11][C:20](=[O:21])[CH3:19])[N:10]=2)[CH:7]=1. The catalyst class is: 64.